Dataset: NCI-60 drug combinations with 297,098 pairs across 59 cell lines. Task: Regression. Given two drug SMILES strings and cell line genomic features, predict the synergy score measuring deviation from expected non-interaction effect. (1) Drug 1: C1=CC=C(C=C1)NC(=O)CCCCCCC(=O)NO. Drug 2: CC(C)(C#N)C1=CC(=CC(=C1)CN2C=NC=N2)C(C)(C)C#N. Cell line: SNB-75. Synergy scores: CSS=0.0295, Synergy_ZIP=0.0740, Synergy_Bliss=-0.281, Synergy_Loewe=-0.551, Synergy_HSA=-0.818. (2) Drug 1: CN1CCC(CC1)COC2=C(C=C3C(=C2)N=CN=C3NC4=C(C=C(C=C4)Br)F)OC. Drug 2: C(=O)(N)NO. Cell line: T-47D. Synergy scores: CSS=5.94, Synergy_ZIP=-1.38, Synergy_Bliss=0.347, Synergy_Loewe=-4.06, Synergy_HSA=0.921. (3) Drug 2: CC=C1C(=O)NC(C(=O)OC2CC(=O)NC(C(=O)NC(CSSCCC=C2)C(=O)N1)C(C)C)C(C)C. Synergy scores: CSS=-0.482, Synergy_ZIP=-0.224, Synergy_Bliss=0.702, Synergy_Loewe=-1.72, Synergy_HSA=-1.71. Cell line: UO-31. Drug 1: C1CC(C1)(C(=O)O)C(=O)O.[NH2-].[NH2-].[Pt+2]. (4) Drug 1: CN1CCC(CC1)COC2=C(C=C3C(=C2)N=CN=C3NC4=C(C=C(C=C4)Br)F)OC. Drug 2: C1=CC(=CC=C1CC(C(=O)O)N)N(CCCl)CCCl.Cl. Cell line: COLO 205. Synergy scores: CSS=33.0, Synergy_ZIP=1.39, Synergy_Bliss=5.76, Synergy_Loewe=-3.55, Synergy_HSA=-2.25. (5) Drug 1: CC(C1=C(C=CC(=C1Cl)F)Cl)OC2=C(N=CC(=C2)C3=CN(N=C3)C4CCNCC4)N. Drug 2: CC1=C(C(=CC=C1)Cl)NC(=O)C2=CN=C(S2)NC3=CC(=NC(=N3)C)N4CCN(CC4)CCO. Cell line: BT-549. Synergy scores: CSS=18.6, Synergy_ZIP=9.51, Synergy_Bliss=10.3, Synergy_Loewe=2.81, Synergy_HSA=5.85. (6) Drug 1: CN(C)N=NC1=C(NC=N1)C(=O)N. Drug 2: CCC1(CC2CC(C3=C(CCN(C2)C1)C4=CC=CC=C4N3)(C5=C(C=C6C(=C5)C78CCN9C7C(C=CC9)(C(C(C8N6C=O)(C(=O)OC)O)OC(=O)C)CC)OC)C(=O)OC)O.OS(=O)(=O)O. Cell line: CCRF-CEM. Synergy scores: CSS=25.4, Synergy_ZIP=0.795, Synergy_Bliss=1.44, Synergy_Loewe=-2.25, Synergy_HSA=-0.330. (7) Drug 1: C1CN1C2=NC(=NC(=N2)N3CC3)N4CC4. Drug 2: CCN(CC)CCCC(C)NC1=C2C=C(C=CC2=NC3=C1C=CC(=C3)Cl)OC. Cell line: HS 578T. Synergy scores: CSS=15.1, Synergy_ZIP=-4.55, Synergy_Bliss=-2.01, Synergy_Loewe=-6.66, Synergy_HSA=-1.44. (8) Drug 1: CC(C1=C(C=CC(=C1Cl)F)Cl)OC2=C(N=CC(=C2)C3=CN(N=C3)C4CCNCC4)N. Drug 2: COC1=C2C(=CC3=C1OC=C3)C=CC(=O)O2. Cell line: SNB-75. Synergy scores: CSS=3.67, Synergy_ZIP=-0.384, Synergy_Bliss=2.46, Synergy_Loewe=-0.953, Synergy_HSA=1.34. (9) Drug 1: CC(C)(C#N)C1=CC(=CC(=C1)CN2C=NC=N2)C(C)(C)C#N. Drug 2: CC1=C(C=C(C=C1)C(=O)NC2=CC(=CC(=C2)C(F)(F)F)N3C=C(N=C3)C)NC4=NC=CC(=N4)C5=CN=CC=C5. Cell line: DU-145. Synergy scores: CSS=0.273, Synergy_ZIP=-1.16, Synergy_Bliss=-3.19, Synergy_Loewe=-2.98, Synergy_HSA=-2.97.